This data is from Catalyst prediction with 721,799 reactions and 888 catalyst types from USPTO. The task is: Predict which catalyst facilitates the given reaction. (1) Reactant: C[O:2][C:3]([C:5]1[NH:6][C:7]2[C:12]([CH:13]=1)=[CH:11][C:10]([O:14][CH2:15][CH2:16][Cl:17])=[C:9]([O:18][CH3:19])[CH:8]=2)=[O:4].C([O-])([O-])=O.[Cs+].[Cs+].CCO. Product: [Cl:17][CH2:16][CH2:15][O:14][C:10]1[CH:11]=[C:12]2[C:7](=[CH:8][C:9]=1[O:18][CH3:19])[NH:6][C:5]([C:3]([OH:4])=[O:2])=[CH:13]2. The catalyst class is: 6. (2) Reactant: [NH2:1][C@H:2]1[C:11]2[C:6](=[CH:7][CH:8]=[C:9]([N:12]3[CH2:17][CH2:16][O:15][CH2:14][CH2:13]3)[CH:10]=2)[N:5]([C:18](=[O:20])[CH3:19])[C@@H:4]([CH2:21][CH3:22])[C@@H:3]1[CH3:23].Br[C:25]1[CH:30]=[CH:29][CH:28]=[C:27]([O:31][CH3:32])[N:26]=1.CN(C1C(C2C(P(C3CCCCC3)C3CCCCC3)=CC=CC=2)=CC=CC=1)C.CC(C)([O-])C.[Na+]. Product: [CH2:21]([C@H:4]1[C@H:3]([CH3:23])[C@@H:2]([NH:1][C:25]2[CH:30]=[CH:29][CH:28]=[C:27]([O:31][CH3:32])[N:26]=2)[C:11]2[C:6](=[CH:7][CH:8]=[C:9]([N:12]3[CH2:13][CH2:14][O:15][CH2:16][CH2:17]3)[CH:10]=2)[N:5]1[C:18](=[O:20])[CH3:19])[CH3:22]. The catalyst class is: 62. (3) Reactant: [CH3:1][O:2][CH:3]([O:14][CH3:15])[C:4]1[N:13]=[C:12]2[C:7]([CH2:8][CH2:9][CH2:10][NH:11]2)=[CH:6][CH:5]=1.C1C(=O)N([I:23])C(=O)C1.[Al]. The catalyst class is: 23. Product: [CH3:15][O:14][CH:3]([O:2][CH3:1])[C:4]1[N:13]=[C:12]2[C:7]([CH2:8][CH2:9][CH2:10][NH:11]2)=[CH:6][C:5]=1[I:23]. (4) Reactant: [S:1]1[CH2:6][CH2:5][CH2:4][CH:3]([OH:7])[CH2:2]1.C(N(CC)CC)C.[C:15](Cl)(=[O:19])[C:16]([CH3:18])=[CH2:17].[OH-].[Na+]. Product: [C:15]([O:7][CH:3]1[CH2:4][CH2:5][CH2:6][S:1][CH2:2]1)(=[O:19])[C:16]([CH3:18])=[CH2:17]. The catalyst class is: 7. (5) Reactant: Cl.[OH:2][C:3]([CH3:14])([CH3:13])[CH2:4][NH:5][C:6]([CH:8]1[CH2:12][CH2:11][CH2:10][NH:9]1)=[O:7].C(N(CC)CC)C.[C:22]([C:24]1[CH:64]=[CH:63][C:27]([CH2:28][C@@:29]2([CH3:62])[N:33]3[C:34]([S:37](N4CCC[C@H]4C(N[C@H](C)C(O)=O)=O)(=[O:39])=[O:38])=[CH:35][N:36]=[C:32]3[N:31]([C:53]3[CH:58]=[C:57]([Cl:59])[CH:56]=[C:55]([Cl:60])[CH:54]=3)[C:30]2=[O:61])=[CH:26][CH:25]=1)#[N:23].CN(C=O)C. Product: [OH:2][C:3]([CH3:14])([CH3:13])[CH2:4][NH:5][C:6]([C@@H:8]1[CH2:12][CH2:11][CH2:10][N:9]1[S:37]([C:34]1[N:33]2[C@@:29]([CH2:28][C:27]3[CH:63]=[CH:64][C:24]([C:22]#[N:23])=[CH:25][CH:26]=3)([CH3:62])[C:30](=[O:61])[N:31]([C:53]3[CH:54]=[C:55]([Cl:60])[CH:56]=[C:57]([Cl:59])[CH:58]=3)[C:32]2=[N:36][CH:35]=1)(=[O:38])=[O:39])=[O:7]. The catalyst class is: 2.